From a dataset of Catalyst prediction with 721,799 reactions and 888 catalyst types from USPTO. Predict which catalyst facilitates the given reaction. (1) Reactant: C([N:8]1[C:13](=[O:14])[C:12]([C:15]2[CH:22]=[CH:21][C:18]([C:19]#[N:20])=[CH:17][CH:16]=2)=[C:11]([C:23]2[CH:28]=[CH:27][C:26]([Cl:29])=[CH:25][CH:24]=2)[CH:10]=[N:9]1)C1C=CC=CC=1.[Al+3].[Cl-].[Cl-].[Cl-]. Product: [Cl:29][C:26]1[CH:25]=[CH:24][C:23]([C:11]2[CH:10]=[N:9][NH:8][C:13](=[O:14])[C:12]=2[C:15]2[CH:16]=[CH:17][C:18]([C:19]#[N:20])=[CH:21][CH:22]=2)=[CH:28][CH:27]=1. The catalyst class is: 11. (2) Reactant: [Cl:1][C:2]1[CH:3]=[C:4](/[CH:9]=[CH:10]/[C:11]([OH:13])=O)[CH:5]=[C:6]([Cl:8])[CH:7]=1.CN(C(ON1N=NC2C=CC=NC1=2)=[N+](C)C)C.F[P-](F)(F)(F)(F)F.[C:38]([O:42][C:43](=[O:53])[NH:44][CH2:45][CH2:46][CH:47]1[CH2:52][CH2:51][NH:50][CH2:49][CH2:48]1)([CH3:41])([CH3:40])[CH3:39].CCN(C(C)C)C(C)C. Product: [C:38]([O:42][C:43](=[O:53])[NH:44][CH2:45][CH2:46][CH:47]1[CH2:48][CH2:49][N:50]([C:11](=[O:13])/[CH:10]=[CH:9]/[C:4]2[CH:5]=[C:6]([Cl:8])[CH:7]=[C:2]([Cl:1])[CH:3]=2)[CH2:51][CH2:52]1)([CH3:41])([CH3:39])[CH3:40]. The catalyst class is: 179. (3) Reactant: [CH3:1][O:2][C:3]([CH:5](P(OC)(OC)=O)[NH:6][C:7]([O:9][CH2:10][C:11]1[CH:16]=[CH:15][CH:14]=[CH:13][CH:12]=1)=[O:8])=[O:4].[Br:23][C:24]1[CH:25]=[C:26]([CH:29]=O)[S:27][CH:28]=1.C1CCN2C(=NCCC2)CC1. Product: [CH2:10]([O:9][C:7]([NH:6]/[C:5](=[CH:29]\[C:26]1[S:27][CH:28]=[C:24]([Br:23])[CH:25]=1)/[C:3]([O:2][CH3:1])=[O:4])=[O:8])[C:11]1[CH:12]=[CH:13][CH:14]=[CH:15][CH:16]=1. The catalyst class is: 4. (4) Reactant: [N:1]1([C:7]2[CH:12]=[C:11]([C:13]3[CH:14]=[C:15]([CH:18]=[CH:19][CH:20]=3)[CH:16]=[O:17])[CH:10]=[C:9]([NH:21][C:22]3[CH:23]=[N:24][CH:25]=[CH:26][CH:27]=3)[N:8]=2)[CH2:6][CH2:5][O:4][CH2:3][CH2:2]1.CC(C[AlH]CC(C)C)C. Product: [N:1]1([C:7]2[CH:12]=[C:11]([C:13]3[CH:14]=[C:15]([CH2:16][OH:17])[CH:18]=[CH:19][CH:20]=3)[CH:10]=[C:9]([NH:21][C:22]3[CH:23]=[N:24][CH:25]=[CH:26][CH:27]=3)[N:8]=2)[CH2:2][CH2:3][O:4][CH2:5][CH2:6]1. The catalyst class is: 1. (5) Reactant: [OH:1][C:2]1[CH:11]=[C:10]2[C:5]([C:6]([O:12][C:13]3[CH:14]=[C:15]4[C:19](=[CH:20][CH:21]=3)[NH:18][CH:17]=[CH:16]4)=[N:7][CH:8]=[N:9]2)=[CH:4][C:3]=1[O:22][CH3:23].C1(P(C2C=CC=CC=2)C2C=CC=CC=2)C=CC=CC=1.O[CH2:44][CH2:45][N:46]1[CH2:51][CH2:50][O:49][CH2:48][CH2:47]1.N(C(OCC)=O)=NC(OCC)=O. Product: [NH:18]1[C:19]2[C:15](=[CH:14][C:13]([O:12][C:6]3[C:5]4[C:10](=[CH:11][C:2]([O:1][CH2:44][CH2:45][N:46]5[CH2:51][CH2:50][O:49][CH2:48][CH2:47]5)=[C:3]([O:22][CH3:23])[CH:4]=4)[N:9]=[CH:8][N:7]=3)=[CH:21][CH:20]=2)[CH:16]=[CH:17]1. The catalyst class is: 2.